This data is from Peptide-MHC class I binding affinity with 185,985 pairs from IEDB/IMGT. The task is: Regression. Given a peptide amino acid sequence and an MHC pseudo amino acid sequence, predict their binding affinity value. This is MHC class I binding data. The peptide sequence is HIGPGRAFY. The MHC is HLA-B40:02 with pseudo-sequence HLA-B40:02. The binding affinity (normalized) is 0.